The task is: Predict the reactants needed to synthesize the given product.. This data is from Full USPTO retrosynthesis dataset with 1.9M reactions from patents (1976-2016). (1) Given the product [Cl:1][C:2]1[CH:3]=[C:4]([N:8]2[N:9]=[N:10][C:11]([C:13](=[O:23])[CH3:14])=[N:12]2)[CH:5]=[CH:6][CH:7]=1, predict the reactants needed to synthesize it. The reactants are: [Cl:1][C:2]1[CH:3]=[C:4]([N:8]2[N:12]=[C:11]([CH:13]=[CH:14]C3C=CC=CC=3)[NH:10][NH:9]2)[CH:5]=[CH:6][CH:7]=1.CC[O:23]C(C)=O. (2) Given the product [Br:30][C:31]1[CH:36]=[CH:35][C:34]([CH3:37])=[C:33]([CH:32]=1)[CH2:38][N:13]1[C:14]2[C:19](=[CH:18][CH:17]=[CH:16][CH:15]=2)[C:11]([C:8]2[CH:7]=[CH:6][C:5]([C:1]([CH3:4])([CH3:2])[CH3:3])=[CH:10][CH:9]=2)=[C:12]1[C:20]([O:22][CH2:23][C:24]1[CH:29]=[CH:28][CH:27]=[CH:26][CH:25]=1)=[O:21], predict the reactants needed to synthesize it. The reactants are: [C:1]([C:5]1[CH:10]=[CH:9][C:8]([C:11]2[C:19]3[C:14](=[CH:15][CH:16]=[CH:17][CH:18]=3)[NH:13][C:12]=2[C:20]([O:22][CH2:23][C:24]2[CH:29]=[CH:28][CH:27]=[CH:26][CH:25]=2)=[O:21])=[CH:7][CH:6]=1)([CH3:4])([CH3:3])[CH3:2].[Br:30][C:31]1[CH:36]=[CH:35][C:34]([CH3:37])=[C:33]([CH2:38]Cl)[CH:32]=1.C([O-])([O-])=O.[K+].[K+].CCOC(C)=O. (3) Given the product [C:21]1([CH2:27][CH2:28][NH:29][C:30]([N:17]2[CH2:16][CH2:15][C:14]3[C:19](=[CH:20][C:11]([C:9]([NH:8][O:7][CH:2]4[CH2:3][CH2:4][CH2:5][CH2:6][O:1]4)=[O:10])=[CH:12][CH:13]=3)[CH2:18]2)=[O:31])[CH:26]=[CH:25][CH:24]=[CH:23][CH:22]=1, predict the reactants needed to synthesize it. The reactants are: [O:1]1[CH2:6][CH2:5][CH2:4][CH2:3][CH:2]1[O:7][NH:8][C:9]([C:11]1[CH:20]=[C:19]2[C:14]([CH2:15][CH2:16][NH:17][CH2:18]2)=[CH:13][CH:12]=1)=[O:10].[C:21]1([CH2:27][CH2:28][N:29]=[C:30]=[O:31])[CH:26]=[CH:25][CH:24]=[CH:23][CH:22]=1.C1C=CC2N(O)N=NC=2C=1.C(Cl)CCl. (4) Given the product [ClH:32].[CH:20]1[C:19]2[C:18](=[C:15]3[CH2:16][CH2:17][N:12]([C:2](=[O:1])[CH2:3][NH2:4])[CH2:13][CH2:14]3)[C:31]3[C:26](=[CH:27][CH:28]=[CH:29][CH:30]=3)[S:25][C:24]=2[CH:23]=[CH:22][CH:21]=1, predict the reactants needed to synthesize it. The reactants are: [O:1]=[C:2]([N:12]1[CH2:17][CH2:16][C:15](=[C:18]2[C:31]3[CH:30]=[CH:29][CH:28]=[CH:27][C:26]=3[S:25][C:24]3[C:19]2=[CH:20][CH:21]=[CH:22][CH:23]=3)[CH2:14][CH2:13]1)[CH2:3][NH:4]C(=O)OC(C)(C)C.[ClH:32].O1CCOCC1.C(=O)([O-])O.[Na+]. (5) Given the product [F:39][C:40]1[CH:45]=[CH:44][C:43]([C:46]2[C:47]([N:52]3[CH2:53][CH2:54][N:55]([C:13](=[O:15])[CH2:12][N:10]([CH3:11])[S:7]([C:1]4[CH:2]=[CH:3][CH:4]=[CH:5][CH:6]=4)(=[O:8])=[O:9])[CH2:56][CH2:57]3)=[N:48][CH:49]=[CH:50][N:51]=2)=[CH:42][CH:41]=1, predict the reactants needed to synthesize it. The reactants are: [C:1]1([S:7]([N:10]([CH2:12][C:13]([OH:15])=O)[CH3:11])(=[O:9])=[O:8])[CH:6]=[CH:5][CH:4]=[CH:3][CH:2]=1.O.ON1C2C=CC=CC=2N=N1.Cl.CN(C)CCCN=C=NCC.[F:39][C:40]1[CH:45]=[CH:44][C:43]([C:46]2[C:47]([N:52]3[CH2:57][CH2:56][NH:55][CH2:54][CH2:53]3)=[N:48][CH:49]=[CH:50][N:51]=2)=[CH:42][CH:41]=1. (6) Given the product [Br:1][C:2]1[C:7]([C:8]2[CH:13]=[CH:12][C:11]([F:14])=[CH:10][C:9]=2[F:15])=[C:6]([F:16])[C:5]([O:17][CH2:21][CH3:22])=[C:4]([CH:18]=[O:19])[CH:3]=1, predict the reactants needed to synthesize it. The reactants are: [Br:1][C:2]1[C:7]([C:8]2[CH:13]=[CH:12][C:11]([F:14])=[CH:10][C:9]=2[F:15])=[C:6]([F:16])[C:5]([OH:17])=[C:4]([CH:18]=[O:19])[CH:3]=1.I[CH2:21][CH3:22]. (7) Given the product [CH3:23][C:13]1[S:14][C:15]([C:16]2[CH:17]=[C:18]([CH3:22])[CH:19]=[CH:20][CH:21]=2)=[C:11]([C:9]([N:8]2[CH2:7][C@H:6]3[C@H:4]([CH2:5]3)[C@H:3]2[CH2:2][NH:1][C:34]([C:27]2[C:28]3[C:33](=[CH:32][CH:31]=[CH:30][CH:29]=3)[N:25]([CH3:24])[C:26]=2[CH3:37])=[O:35])=[O:10])[N:12]=1, predict the reactants needed to synthesize it. The reactants are: [NH2:1][CH2:2][C@H:3]1[N:8]([C:9]([C:11]2[N:12]=[C:13]([CH3:23])[S:14][C:15]=2[C:16]2[CH:17]=[C:18]([CH3:22])[CH:19]=[CH:20][CH:21]=2)=[O:10])[CH2:7][C@H:6]2[C@@H:4]1[CH2:5]2.[CH3:24][N:25]1[C:33]2[C:28](=[CH:29][CH:30]=[CH:31][CH:32]=2)[C:27]([C:34](O)=[O:35])=[C:26]1[CH3:37]. (8) Given the product [Cl:1][C:2]1[CH:8]=[CH:7][C:6]([S:9]([N:12]2[C:21]3[C:16](=[CH:17][CH:18]=[CH:19][CH:20]=3)[CH2:15][CH2:14][CH2:13]2)(=[O:11])=[O:10])=[CH:5][C:3]=1[NH:4][C:22](=[O:26])[O:23][CH2:24][CH3:25], predict the reactants needed to synthesize it. The reactants are: [Cl:1][C:2]1[CH:8]=[CH:7][C:6]([S:9]([N:12]2[C:21]3[C:16](=[CH:17][CH:18]=[CH:19][CH:20]=3)[CH2:15][CH2:14][CH2:13]2)(=[O:11])=[O:10])=[CH:5][C:3]=1[NH2:4].[C:22](Cl)(=[O:26])[O:23][CH2:24][CH3:25]. (9) Given the product [CH3:17][S:16][C:7]1[N:8]([CH2:11][C:12]([F:15])([F:14])[F:13])[C:9](=[O:10])[C:4]2[C:3]([C:19]3[CH:24]=[CH:23][CH:22]=[CH:21][CH:20]=3)=[C:2]([C:39]3[CH:40]=[CH:41][C:42]([C:45]4([NH:49][C:50](=[O:56])[O:51][C:52]([CH3:54])([CH3:53])[CH3:55])[CH2:46][CH2:47][CH2:48]4)=[CH:43][CH:44]=3)[O:18][C:5]=2[N:6]=1, predict the reactants needed to synthesize it. The reactants are: Br[C:2]1[O:18][C:5]2[N:6]=[C:7]([S:16][CH3:17])[N:8]([CH2:11][C:12]([F:15])([F:14])[F:13])[C:9](=[O:10])[C:4]=2[C:3]=1[C:19]1[CH:24]=[CH:23][CH:22]=[CH:21][CH:20]=1.C([O-])([O-])=O.[K+].[K+].CC1(C)C(C)(C)OB([C:39]2[CH:44]=[CH:43][C:42]([C:45]3([NH:49][C:50](=[O:56])[O:51][C:52]([CH3:55])([CH3:54])[CH3:53])[CH2:48][CH2:47][CH2:46]3)=[CH:41][CH:40]=2)O1.N#N.